From a dataset of Full USPTO retrosynthesis dataset with 1.9M reactions from patents (1976-2016). Predict the reactants needed to synthesize the given product. (1) Given the product [CH3:1][C:2]1[NH:3][C:14]2[CH2:16][C:9]([CH3:8])([CH3:17])[CH2:10][C:11](=[O:12])[C:13]=2[C:5]=1[CH3:7], predict the reactants needed to synthesize it. The reactants are: [CH3:1]/[C:2](/[C:5]([CH3:7])=O)=[N:3]\O.[CH3:8][C:9]1([CH3:17])[CH2:16][C:14](=O)[CH2:13][C:11](=[O:12])[CH2:10]1. (2) Given the product [Cl:1][C:2]1[C:3]([NH:13][C:14]2[CH:19]=[N:18][CH:17]=[C:16]([C:20]3[CH:21]=[CH:22][C:23]([OH:26])=[CH:24][CH:25]=3)[N:15]=2)=[CH:4][C:5]([O:11][CH3:12])=[C:6]([CH:10]=1)[C:7]([NH:35][CH2:28][CH2:27][N:29]1[CH2:32][CH2:33][CH2:31][CH2:30]1)=[O:8], predict the reactants needed to synthesize it. The reactants are: [Cl:1][C:2]1[C:3]([NH:13][C:14]2[CH:19]=[N:18][CH:17]=[C:16]([C:20]3[CH:25]=[CH:24][C:23]([OH:26])=[CH:22][CH:21]=3)[N:15]=2)=[CH:4][C:5]([O:11][CH3:12])=[C:6]([CH:10]=1)[C:7](O)=[O:8].[CH2:27]([N:29]([CH2:32][CH3:33])[CH2:30][CH3:31])[CH3:28].C[N:35](C(ON1N=NC2C=CC=CC1=2)=[N+](C)C)C.[B-](F)(F)(F)F. (3) Given the product [NH2:1][C:2]1[S:6][C:5]([C:7]2[C:8]([F:14])=[CH:9][CH:10]=[CH:11][C:12]=2[F:13])=[N:4][C:3]=1[C:15]([NH:17][C:18]1[CH:19]=[N:20][N:21]([CH3:38])[C:22]=1[CH:23]1[O:28][CH2:27][C:26]([CH2:29][NH2:30])([CH3:37])[CH2:25][O:24]1)=[O:16], predict the reactants needed to synthesize it. The reactants are: [NH2:1][C:2]1[S:6][C:5]([C:7]2[C:12]([F:13])=[CH:11][CH:10]=[CH:9][C:8]=2[F:14])=[N:4][C:3]=1[C:15]([NH:17][C:18]1[CH:19]=[N:20][N:21]([CH3:38])[C:22]=1[CH:23]1[O:28][CH2:27][C:26]([CH3:37])([CH2:29][NH:30]C(=O)C(F)(F)F)[CH2:25][O:24]1)=[O:16].